From a dataset of Peptide-MHC class II binding affinity with 134,281 pairs from IEDB. Regression. Given a peptide amino acid sequence and an MHC pseudo amino acid sequence, predict their binding affinity value. This is MHC class II binding data. (1) The peptide sequence is EFVKIVQKRGIVKENI. The MHC is DRB1_0301 with pseudo-sequence DRB1_0301. The binding affinity (normalized) is 0.0926. (2) The peptide sequence is LVLLILMTARTVYDD. The MHC is DRB1_0101 with pseudo-sequence DRB1_0101. The binding affinity (normalized) is 0.807. (3) The peptide sequence is IRPRKTHESHLVRSW. The MHC is DRB1_0901 with pseudo-sequence DRB1_0901. The binding affinity (normalized) is 0.446. (4) The peptide sequence is LQGPFNFRFLTEKGM. The MHC is DRB4_0101 with pseudo-sequence DRB4_0103. The binding affinity (normalized) is 0.375. (5) The peptide sequence is APSGRIVMELYADVV. The MHC is HLA-DPA10103-DPB10401 with pseudo-sequence HLA-DPA10103-DPB10401. The binding affinity (normalized) is 0.895. (6) The peptide sequence is AVGLRVVCAKYA. The MHC is DRB1_1101 with pseudo-sequence DRB1_1101. The binding affinity (normalized) is 0.174.